Dataset: Full USPTO retrosynthesis dataset with 1.9M reactions from patents (1976-2016). Task: Predict the reactants needed to synthesize the given product. (1) Given the product [NH2:1][C:2]1[N:3]([CH3:24])[C:4](=[O:23])[C:5]2([C:15]3[C:10](=[CH:11][CH:12]=[C:13]([C:36]4[CH:35]=[CH:34][CH:33]=[C:32]([C:30]([N:25]5[CH2:26][CH2:27][CH2:28][CH2:29]5)=[O:31])[CH:37]=4)[CH:14]=3)[O:9][CH:8]([C:17]3[CH:22]=[CH:21][CH:20]=[CH:19][CH:18]=3)[CH2:7]2)[N:6]=1, predict the reactants needed to synthesize it. The reactants are: [NH2:1][C:2]1[N:3]([CH3:24])[C:4](=[O:23])[C:5]2([C:15]3[C:10](=[CH:11][CH:12]=[C:13](Br)[CH:14]=3)[O:9][CH:8]([C:17]3[CH:22]=[CH:21][CH:20]=[CH:19][CH:18]=3)[CH2:7]2)[N:6]=1.[N:25]1([C:30]([C:32]2[CH:33]=[C:34](B(O)O)[CH:35]=[CH:36][CH:37]=2)=[O:31])[CH2:29][CH2:28][CH2:27][CH2:26]1. (2) Given the product [C:1]([N:8]1[CH2:13][CH2:12][N:11]([CH2:16][C:17]([NH2:19])=[O:18])[C@H:10]([CH3:14])[CH2:9]1)([O:3][C:4]([CH3:7])([CH3:6])[CH3:5])=[O:2], predict the reactants needed to synthesize it. The reactants are: [C:1]([N:8]1[CH2:13][CH2:12][NH:11][C@H:10]([CH3:14])[CH2:9]1)([O:3][C:4]([CH3:7])([CH3:6])[CH3:5])=[O:2].Br[CH2:16][C:17]([NH2:19])=[O:18].C(N(CC)C(C)C)(C)C.[I-].[Na+].